This data is from Full USPTO retrosynthesis dataset with 1.9M reactions from patents (1976-2016). The task is: Predict the reactants needed to synthesize the given product. (1) The reactants are: [CH:1]([N-:4]C(C)C)(C)C.[Li+].C(#N)C.[N:12]1([CH2:18][CH2:19][O:20][C:21]2[CH:22]=[C:23]([CH:28]=[CH:29][CH:30]=2)[C:24](OC)=O)[CH2:17][CH2:16][O:15][CH2:14][CH2:13]1.O. Given the product [N:12]1([CH2:18][CH2:19][O:20][C:21]2[CH:22]=[C:23]([CH2:24][C:1]#[N:4])[CH:28]=[CH:29][CH:30]=2)[CH2:13][CH2:14][O:15][CH2:16][CH2:17]1, predict the reactants needed to synthesize it. (2) Given the product [NH2:28][C:19]1[C:20]([O:26][CH3:27])=[N:21][C:22]([O:24][CH3:25])=[CH:23][C:18]=1[C:14]([O:16][CH3:17])=[O:15], predict the reactants needed to synthesize it. The reactants are: O.C1(C)C=CC(S(O)(=O)=O)=CC=1.O.[C:14]([C:18]1[CH:23]=[C:22]([O:24][CH3:25])[N:21]=[C:20]([O:26][CH3:27])[C:19]=1[NH:28]C(=O)OC(C)(C)C)([O:16][CH3:17])=[O:15].C([O-])(O)=O.[Na+]. (3) Given the product [CH3:10][O:11][C:12](=[O:35])[C@H:13]([CH2:31][CH2:32][S:33][CH3:34])[NH:14][C:15](=[O:30])[C:16]1[CH:21]=[CH:20][C:19]([CH2:22][O:3][C:4]2[CH:5]=[N:6][CH:7]=[CH:8][CH:9]=2)=[CH:18][C:17]=1[C:24]1[CH:29]=[CH:28][CH:27]=[CH:26][CH:25]=1, predict the reactants needed to synthesize it. The reactants are: [H-].[Na+].[OH:3][C:4]1[CH:5]=[N:6][CH:7]=[CH:8][CH:9]=1.[CH3:10][O:11][C:12](=[O:35])[C@H:13]([CH2:31][CH2:32][S:33][CH3:34])[NH:14][C:15](=[O:30])[C:16]1[CH:21]=[CH:20][C:19]([CH2:22]Br)=[CH:18][C:17]=1[C:24]1[CH:29]=[CH:28][CH:27]=[CH:26][CH:25]=1.[OH-].[Na+]. (4) Given the product [O:21]1[CH2:25][CH2:24][CH:23]([CH2:26][NH:27][C:11]([C:8]2[CH:7]=[C:6]([CH2:5][C:4]3[CH:14]=[CH:15][CH:16]=[CH:17][C:3]=3[C:2]([F:1])([F:19])[F:18])[O:10][N:9]=2)=[O:13])[CH2:22]1, predict the reactants needed to synthesize it. The reactants are: [F:1][C:2]([F:19])([F:18])[C:3]1[CH:17]=[CH:16][CH:15]=[CH:14][C:4]=1[CH2:5][C:6]1[O:10][N:9]=[C:8]([C:11]([OH:13])=O)[CH:7]=1.Cl.[O:21]1[CH2:25][CH2:24][CH:23]([CH2:26][NH2:27])[CH2:22]1.C(N(CC)CC)C.ON1C2C=CC=CC=2N=N1.Cl.C(N=C=NCCCN(C)C)C. (5) Given the product [Br:1][C:2]1[CH:15]=[CH:14][C:5]([O:6][Si:7]([C:10]([CH3:11])([CH3:12])[CH3:13])([CH3:8])[CH3:9])=[CH:4][C:3]=1[CH2:16][Br:21], predict the reactants needed to synthesize it. The reactants are: [Br:1][C:2]1[CH:15]=[CH:14][C:5]([O:6][Si:7]([C:10]([CH3:13])([CH3:12])[CH3:11])([CH3:9])[CH3:8])=[CH:4][C:3]=1[CH3:16].ClC(Cl)C.[Br:21]N1C(=O)CCC1=O.N(C(C)(C)C#N)=NC(C)(C)C#N. (6) Given the product [CH2:1]([O:8][C:9]([NH:10][C@@H:11]1[CH2:16][CH2:15][C@H:14]([O:17][S:29]([CH3:28])(=[O:31])=[O:30])[C@@H:13]([O:18][CH3:19])[CH2:12]1)=[O:27])[C:2]1[CH:7]=[CH:6][CH:5]=[CH:4][CH:3]=1, predict the reactants needed to synthesize it. The reactants are: [CH2:1]([O:8][C:9](=[O:27])[N:10](CC1C=CC=CC=1)[C@@H:11]1[CH2:16][CH2:15][C@H:14]([OH:17])[C@@H:13]([O:18][CH3:19])[CH2:12]1)[C:2]1[CH:7]=[CH:6][CH:5]=[CH:4][CH:3]=1.[CH3:28][S:29](Cl)(=[O:31])=[O:30]. (7) The reactants are: [NH2:1][C@@H:2]([CH2:28][C:29]1[CH:34]=[CH:33][C:32]([O:35][CH2:36][C:37]2[CH:42]=[CH:41][CH:40]=[CH:39][CH:38]=2)=[CH:31][CH:30]=1)[C@H:3]([OH:27])[CH2:4][N:5]([CH2:18][C:19]([CH3:26])([CH3:25])[CH2:20][CH2:21][CH2:22][C:23]#[N:24])[S:6]([C:9]1[CH:17]=[CH:16][C:12]2[O:13][CH2:14][O:15][C:11]=2[CH:10]=1)(=[O:8])=[O:7].[O:43]1[CH2:47][CH2:46][C@H:45]([O:48][C:49](ON2C(=O)CCC2=O)=[O:50])[CH2:44]1.C(NC(C)C)(C)C.C(#N)C. Given the product [O:13]1[C:12]2[CH:16]=[CH:17][C:9]([S:6]([N:5]([CH2:18][C:19]([CH3:26])([CH3:25])[CH2:20][CH2:21][CH2:22][C:23]#[N:24])[CH2:4][C@@H:3]([OH:27])[C@@H:2]([NH:1][C:49](=[O:50])[O:48][C@H:45]3[CH2:46][CH2:47][O:43][CH2:44]3)[CH2:28][C:29]3[CH:30]=[CH:31][C:32]([O:35][CH2:36][C:37]4[CH:38]=[CH:39][CH:40]=[CH:41][CH:42]=4)=[CH:33][CH:34]=3)(=[O:8])=[O:7])=[CH:10][C:11]=2[O:15][CH2:14]1, predict the reactants needed to synthesize it.